This data is from Reaction yield outcomes from USPTO patents with 853,638 reactions. The task is: Predict the reaction yield, written as a fraction of the theoretical maximum amount of product (1.0 means a 100% yield; for example, 0.34 means a 34% yield). (1) The catalyst is C(Cl)Cl. The product is [Cl:1][C:2]1[CH:8]=[C:7]([O:9][C:10]2[C:19]3[C:14](=[CH:15][C:16]([O:22][CH3:23])=[C:17]([O:20][CH3:21])[CH:18]=3)[N:13]=[CH:12][N:11]=2)[CH:6]=[CH:5][C:3]=1[NH:4][C:42](=[O:48])[O:41][CH2:30][C:24]1[CH:29]=[CH:28][C:27]([C:55]([CH3:62])([CH3:56])[CH3:54])=[CH:26][CH:25]=1. The yield is 0.360. The reactants are [Cl:1][C:2]1[CH:8]=[C:7]([O:9][C:10]2[C:19]3[C:14](=[CH:15][C:16]([O:22][CH3:23])=[C:17]([O:20][CH3:21])[CH:18]=3)[N:13]=[CH:12][N:11]=2)[CH:6]=[CH:5][C:3]=1[NH2:4].[C:24]1([CH3:30])[CH:29]=[CH:28][CH:27]=[CH:26][CH:25]=1.C(N(CC)CC)C.ClC(Cl)([O:41][C:42](=[O:48])OC(Cl)(Cl)Cl)Cl.COC1C=[CH:62][C:55]([CH:56](O)C(C)(C)C)=[CH:54]C=1. (2) The reactants are [S].O.[SH-:3].[Na+].C(=O)([O-])[O-].[Na+].[Na+].F[C:12]1[CH:19]=[CH:18][C:17]([N+:20]([O-:22])=[O:21])=[CH:16][C:13]=1[CH:14]=O.Cl[CH2:24][C:25](=[O:27])[CH3:26]. The catalyst is CN1CCCC1. The product is [N+:20]([C:17]1[CH:18]=[CH:19][C:12]2[S:3][C:24]([C:25](=[O:27])[CH3:26])=[CH:14][C:13]=2[CH:16]=1)([O-:22])=[O:21]. The yield is 0.620. (3) The reactants are [F:1][C:2]1[CH:7]=[C:6]([O:8][CH2:9][C:10]2[CH:15]=[CH:14][C:13]([CH2:16][N:17]3[C:21]([CH2:22][CH2:23][C:24]4[CH:29]=[CH:28][CH:27]=[CH:26][CH:25]=4)=[CH:20][C:19]([C:30]4[CH:35]=[CH:34][C:33]([F:36])=[CH:32][CH:31]=4)=[N:18]3)=[CH:12][CH:11]=2)[CH:5]=[CH:4][C:3]=1[CH2:37][CH2:38][C:39]([O:41]CC)=[O:40].[OH-].[Na+].Cl. The catalyst is CO.O1CCCC1. The product is [F:1][C:2]1[CH:7]=[C:6]([O:8][CH2:9][C:10]2[CH:15]=[CH:14][C:13]([CH2:16][N:17]3[C:21]([CH2:22][CH2:23][C:24]4[CH:29]=[CH:28][CH:27]=[CH:26][CH:25]=4)=[CH:20][C:19]([C:30]4[CH:31]=[CH:32][C:33]([F:36])=[CH:34][CH:35]=4)=[N:18]3)=[CH:12][CH:11]=2)[CH:5]=[CH:4][C:3]=1[CH2:37][CH2:38][C:39]([OH:41])=[O:40]. The yield is 0.110. (4) The reactants are [F:1][C:2]1[CH:9]=[CH:8][C:7](F)=[CH:6][C:3]=1[CH:4]=[O:5].[S-2].[Li+].[Li+].[OH2:14].[CH3:15]S(C)=O. No catalyst specified. The product is [F:1][C:2]1[CH:9]=[CH:8][CH:7]=[C:6]([CH:15]=[O:14])[C:3]=1[CH:4]=[O:5]. The yield is 0.590. (5) The reactants are [N:1]1([CH2:10][C:11]([C:13]2[CH:18]=[CH:17][CH:16]=[C:15](Br)[CH:14]=2)=[O:12])[C:5]2[CH:6]=[CH:7][CH:8]=[CH:9][C:4]=2[N:3]=[CH:2]1.[CH2:20]([C:24]1[S:28][C:27]([S:29]([NH:32][C:33]([CH3:36])([CH3:35])[CH3:34])(=[O:31])=[O:30])=[C:26](B(O)O)[CH:25]=1)[CH:21]([CH3:23])[CH3:22].C([O-])([O-])=O.[Na+].[Na+]. The catalyst is C1(C)C=CC=CC=1.C(O)C.O.C1C=CC([P]([Pd]([P](C2C=CC=CC=2)(C2C=CC=CC=2)C2C=CC=CC=2)([P](C2C=CC=CC=2)(C2C=CC=CC=2)C2C=CC=CC=2)[P](C2C=CC=CC=2)(C2C=CC=CC=2)C2C=CC=CC=2)(C2C=CC=CC=2)C2C=CC=CC=2)=CC=1. The product is [N:1]1([CH2:10][C:11]([C:13]2[CH:14]=[C:15]([C:26]3[CH:25]=[C:24]([CH2:20][CH:21]([CH3:22])[CH3:23])[S:28][C:27]=3[S:29]([NH:32][C:33]([CH3:35])([CH3:34])[CH3:36])(=[O:31])=[O:30])[CH:16]=[CH:17][CH:18]=2)=[O:12])[C:5]2[CH:6]=[CH:7][CH:8]=[CH:9][C:4]=2[N:3]=[CH:2]1. The yield is 0.900. (6) The reactants are Br[C:2]1[CH:7]=[CH:6][C:5]([S:8]([NH:11][CH3:12])(=[O:10])=[O:9])=[CH:4][CH:3]=1.[B:13](OC(C)C)([O:18]C(C)C)[O:14]C(C)C.[Li]CCCC.Cl. The catalyst is C1COCC1. The product is [CH3:12][NH:11][S:8]([C:5]1[CH:6]=[CH:7][C:2]([B:13]([OH:18])[OH:14])=[CH:3][CH:4]=1)(=[O:10])=[O:9]. The yield is 0.960. (7) The reactants are CO[N:3]=[C:4]1[CH2:8][N:7]([C:9]([O:11][CH2:12][C:13]2[CH:18]=[CH:17][CH:16]=[CH:15][CH:14]=2)=[O:10])[CH2:6][CH:5]1[C:19]([O:21]C)=O.B.C1COCC1.C([O-])([O-])=O.[K+].[K+].[CH3:35][C:36]([O:39][C:40](O[C:40]([O:39][C:36]([CH3:38])([CH3:37])[CH3:35])=[O:41])=[O:41])([CH3:38])[CH3:37]. The catalyst is C1COCC1.CCOC(C)=O.O. The product is [C:36]([O:39][C:40]([NH:3][C@H:4]1[C@@H:5]([CH2:19][OH:21])[CH2:6][N:7]([C:9]([O:11][CH2:12][C:13]2[CH:14]=[CH:15][CH:16]=[CH:17][CH:18]=2)=[O:10])[CH2:8]1)=[O:41])([CH3:38])([CH3:37])[CH3:35]. The yield is 0.380. (8) The reactants are C([N-]C(C)C)(C)C.[Li+].O1CCCC1.CCCCCCC.C(C1C=CC=CC=1)C.[CH3:29][N:30]([CH3:38])/[N:31]=[C:32](\[CH3:37])/[C:33]([F:36])([F:35])[F:34].[Br:39][C:40]1[CH:41]=[C:42](/[C:47](=[N:50]\[S@@:51]([C:53]([CH3:56])([CH3:55])[CH3:54])=[O:52])/[CH2:48][F:49])[C:43]([F:46])=[N:44][CH:45]=1. The catalyst is C1COCC1.C1(C)C=CC=CC=1. The product is [Br:39][C:40]1[CH:41]=[C:42]([C@@:47]([NH:50][S@@:51]([C:53]([CH3:56])([CH3:55])[CH3:54])=[O:52])([CH2:37]/[C:32](=[N:31]/[N:30]([CH3:38])[CH3:29])/[C:33]([F:36])([F:35])[F:34])[CH2:48][F:49])[C:43]([F:46])=[N:44][CH:45]=1. The yield is 0.688. (9) The reactants are [CH3:1][N:2]1[CH2:7][CH2:6][N:5]([C:8]2[CH:13]=[CH:12][C:11]3[N:14]=[C:15]([C:17]4[CH:22]=[CH:21][C:20]5[NH:23][C:24]([NH:32][C:19]=5[CH:18]=4)=[C:25]4[CH:31]=[CH:30][C:28](=[O:29])[CH:27]=[CH:26]4)[NH:16][C:10]=3[CH:9]=2)[CH2:4][CH2:3]1.[CH:33]1(N=C=NC2CCCCC2)CCCC[CH2:34]1.C(O)(=O)CCC(O)=O. The catalyst is C(Cl)(Cl)Cl. The product is [CH3:33][CH2:34][O:29][C:28]1[CH:30]=[CH:31][C:25]([C:24]2[NH:32][C:19]3[CH:18]=[C:17]([C:15]4[NH:16][C:10]5[CH:9]=[C:8]([N:5]6[CH2:6][CH2:7][N:2]([CH3:1])[CH2:3][CH2:4]6)[CH:13]=[CH:12][C:11]=5[N:14]=4)[CH:22]=[CH:21][C:20]=3[N:23]=2)=[CH:26][CH:27]=1. The yield is 0.800.